From a dataset of Full USPTO retrosynthesis dataset with 1.9M reactions from patents (1976-2016). Predict the reactants needed to synthesize the given product. (1) Given the product [CH2:1]([O:3][C:4]([C:6]1([F:12])[CH2:7][CH2:8][N:9]([S:19]([C:16]2[CH:17]=[CH:18][C:13]([CH3:23])=[CH:14][CH:15]=2)(=[O:21])=[O:20])[CH2:10][CH2:11]1)=[O:5])[CH3:2], predict the reactants needed to synthesize it. The reactants are: [CH2:1]([O:3][C:4]([C:6]1([F:12])[CH2:11][CH2:10][NH:9][CH2:8][CH2:7]1)=[O:5])[CH3:2].[C:13]1([CH3:23])[CH:18]=[CH:17][C:16]([S:19](Cl)(=[O:21])=[O:20])=[CH:15][CH:14]=1. (2) Given the product [CH3:1][O:2][C:3](=[O:21])/[CH:4]=[CH:5]/[C:6]1[CH:11]=[CH:10][C:9]([CH:12]2[CH2:16][CH2:15][CH2:14][N:13]2[CH2:17][CH2:18][C:19]2[N:31]=[N:30][N:29]([CH2:22][C:23]3[CH:28]=[CH:27][CH:26]=[CH:25][CH:24]=3)[CH:20]=2)=[CH:8][CH:7]=1, predict the reactants needed to synthesize it. The reactants are: [CH3:1][O:2][C:3](=[O:21])/[CH:4]=[CH:5]/[C:6]1[CH:11]=[CH:10][C:9]([CH:12]2[CH2:16][CH2:15][CH2:14][N:13]2[CH2:17][CH2:18][C:19]#[CH:20])=[CH:8][CH:7]=1.[CH2:22]([N:29]=[N+:30]=[N-:31])[C:23]1[CH:28]=[CH:27][CH:26]=[CH:25][CH:24]=1.O=C1O[C@H]([C@H](CO)O)C([O-])=C1O.[Na+]. (3) Given the product [CH2:36]([C:33]1([C:30]2[CH:29]=[CH:28][C:27]([CH2:26][CH:15]([NH:16][S:17]([C:20]3[CH:25]=[CH:24][CH:23]=[CH:22][N:21]=3)(=[O:19])=[O:18])[C:11]3[N:10]=[C:9]([NH:8][CH2:38][C:39]([OH:41])=[O:40])[CH:14]=[CH:13][CH:12]=3)=[CH:32][CH:31]=2)[CH2:35][CH2:34]1)[CH3:37], predict the reactants needed to synthesize it. The reactants are: C(OC([N:8]([CH2:38][C:39]([O:41]C(C)(C)C)=[O:40])[C:9]1[CH:14]=[CH:13][CH:12]=[C:11]([CH:15]([CH2:26][C:27]2[CH:32]=[CH:31][C:30]([C:33]3([CH2:36][CH3:37])[CH2:35][CH2:34]3)=[CH:29][CH:28]=2)[NH:16][S:17]([C:20]2[CH:25]=[CH:24][CH:23]=[CH:22][N:21]=2)(=[O:19])=[O:18])[N:10]=1)=O)(C)(C)C.Cl.O1CCOCC1.[OH-].[Na+].Cl. (4) Given the product [P:1]([O-:5])([O-:4])([O-:3])=[O:2].[Zn+2:6].[P:7]([O-:11])([O-:10])([O-:9])=[O:8].[Zn+2:6].[Zn+2:6].[O-2:2].[Zn+2:6].[P:1](=[O:2])([OH:5])([OH:4])[OH:3], predict the reactants needed to synthesize it. The reactants are: [P:1]([O-:5])([O-:4])([O-:3])=[O:2].[Zn+2:6].[P:7]([O-:11])([O-:10])([O-:9])=[O:8].[Zn+2].[Zn+2].[Sr]. (5) The reactants are: S=[C:2]=[S:3].C1(N=C=N)CCCCC1.[CH3:13][N:14]([CH3:20])[CH2:15][CH2:16][CH2:17][CH2:18][NH2:19]. Given the product [CH3:13][N:14]([CH2:15][CH2:16][CH2:17][CH2:18][N:19]=[C:2]=[S:3])[CH3:20], predict the reactants needed to synthesize it.